From a dataset of Experimentally validated miRNA-target interactions with 360,000+ pairs, plus equal number of negative samples. Binary Classification. Given a miRNA mature sequence and a target amino acid sequence, predict their likelihood of interaction. (1) The miRNA is mmu-miR-2136 with sequence CUGGGUGUUGACUGAGAUGUG. The protein sequence of the target gene is MVISESMDILFRIRGGLDLAFQLATPNEIFLKKALKHVLSDLSTKLSSNALVFRICHSSVYIWPSSDINTIPGELTDASACKNILRFIQFEPEEDIKRKFMRKKDKKLSDMHQIVNIDLMLEMSTSLAAVTPIIERESGGHHYVNMTLPVDAVISVAPEETWGKVRKLLVDAIHNQLTDMEKCILKYMKGTSIVVPEPLHFLLPGKKNLVTISYPSGIPDGQLQAYRKELHDLFNLPHDRPYFKRSNAYHFPDEPYKDGYIRNPHTYLNPPNMETGMIYVVQGIYGYHHYMQDRIDDNGW.... Result: 0 (no interaction). (2) The miRNA is hsa-miR-642a-5p with sequence GUCCCUCUCCAAAUGUGUCUUG. The protein sequence of the target gene is MAKTYDYLFKLLLIGDSGVGKTCVLFRFSEDAFNSTFISTIGIDFKIRTIELDGKRIKLQIWDTAGQERFRTITTAYYRGAMGIMLVYDITNEKSFDNIRNWIRNIEEHASADVEKMILGNKCDVNDKRQVSKERGEKLALDYGIKFMETSAKANINVENAFFTLARDIKAKMDKKLEGNSPQGSNQGVKITPDQQKRSSFFRCVLL. Result: 1 (interaction). (3) The miRNA is cel-miR-256 with sequence UGGAAUGCAUAGAAGACUGUA. The protein sequence of the target gene is MDFPGHFEQIFQQLNYQRLHGQLCDCVIVVGNRHFKAHRSVLAACSTHFRALFSVAEGDQTMNMIQLDSEVVTAEAFAALIDMMYTSTLMLGESNVMDVLLAASHLHLNSVVKACKHYLTTRTLPMSPSSERAQEQSARMQRSFMLQQLGLSIVSSALSSSQSAEEPTAPMSSSMRSSLDQRTPFPMRRLHKRKQSVEERARQRLRSSMEESAISDVTPESGPAGVHSREEFFSPDSLKIVDNPKPDGMADNQEDGAMMFDRPFGAQEDAQVPSQSDGSAGNMASRATQVETSFEQEAVA.... Result: 0 (no interaction). (4) The miRNA is hsa-miR-520d-3p with sequence AAAGUGCUUCUCUUUGGUGGGU. The protein sequence of the target gene is MAAAVPQRAWTVEQLRSEQLPKKDIIKFLQEHGSDSFLAEHKLLGNIKNVAKTANKDHLVTAYNHLFETKRFKGTESISKVSEQVKNVKLNEDKPKETKSEETLDEGPPKYTKSVLKKGDKTNFPKKGDVVHCWYTGTLQDGTVFDTNIQTSAKKKKNAKPLSFKVGVGKVIRGWDEALLTMSKGEKARLEIEPEWAYGKKGQPDAKIPPNAKLTFEVELVDID. Result: 0 (no interaction). (5) The miRNA is mmu-let-7a-5p with sequence UGAGGUAGUAGGUUGUAUAGUU. The protein sequence of the target gene is MAFVCLAIGCLYTFLISTTFGCTSSSDTEIKVNPPQDFEIVDPGYLGYLYLQWQPPLSLDHFKECTVEYELKYRNIGSETWKTIITKNLHYKDGFDLNKGIEAKIHTLLPWQCTNGSEVQSSWAETTYWISPQGIPETKVQDMDCVYYNWQYLLCSWKPGIGVLLDTNYNLFYWYEGLDHALQCVDYIKADGQNIGCRFPYLEASDYKDFYICVNGSSENKPIRSSYFTFQLQNIVKPLPPVYLTFTRESSCEIKLKWSIPLGPIPARCFDYEIEIREDDTTLVTATVENETYTLKTTNE.... Result: 0 (no interaction). (6) The miRNA is hsa-miR-6744-5p with sequence UGGAUGACAGUGGAGGCCU. Result: 1 (interaction). The protein sequence of the target gene is MPLFFSALLVLLLVALSALFLGRWLVVRLATKWCQRKLQAELKIGSFRFFWIQNVSLKFQQHQQTVEIDNLWISSKLLSHDLPHYVALCFGEVRIRTDLQKVSDLSAPFSQSAGVDQKELSFSPSLLKIFCQLFSIHVDAINIMVLKVDTSESLWHIQISRSRFLLDSDGKRLICEVSLCKINSKVLKSGQLEDTCLVELSLALDLCLKVGISSRHLTAITVDVWTLHAELHEGLFQSQLLCQGPSLASKPVPCSEVTENLVEPTLPGLFLLQQLPDQVKVKMENTSVVLSMNSQKRHLT.... (7) The miRNA is hsa-miR-1909-5p with sequence UGAGUGCCGGUGCCUGCCCUG. The protein sequence of the target gene is MDPGDPAGDPAAGERHRMGRDPLLLLQALQTLWSTRERKQLREEAWRGFAALDDPLAGLLDMLESCRGQRGEGPSLAAWISHQLQCWLQAQPCPSLAQHSLRLKQLQARAVKVLTESPPSLAAPLASIFQLQDADRSCLLAHVHRLHHEGRFREAATLGATLKLQSELGVEKMSIPLLLQDKVALVERYVAGFPDLQRRLLVLMDSWCQPGFDIKDVARRYPEVTSLSLEKLSPKALSRQVLRLQERYGVAPALCPNAAIQQRLAALRHLCHKRFVEKSLSQENWTDHVQGLVGQSPWLQ.... Result: 0 (no interaction). (8) The miRNA is hsa-miR-4433b-5p with sequence AUGUCCCACCCCCACUCCUGU. The protein sequence of the target gene is MAESENRKELSESSQEEAGNQIMVEGLGEHLERGEDAAAGLGDDGKCGEEAAAGLGEEGENGEDTAAGSGEDGKKGGDTDEDSEADRPKGLIGYVLDTDFVESLPVKVKYRVLALKKLQTRAANLESKFLREFHDIERKFAEMYQPLLEKRRQIINAIYEPTEEECEYKSDSEDCDDEEMCHEEMYGNEEGMVHEYVDEDDGYEDYYYDYAVEEEEEEEEEDDIEATGEENKEEEDPKGIPDFWLTVLKNVDTLTPLIKKYDEPILKLLTDIKVKLSDPGEPLSFTLEFHFKPNEYFKNE.... Result: 0 (no interaction). (9) The miRNA is hsa-miR-5011-5p with sequence UAUAUAUACAGCCAUGCACUC. The protein sequence of the target gene is MTNMSWSFLTRLLEEIHNHSTFVGKVWLTVLVVFRIVLTAVGGEAIYSDEQAKFTCNTRQPGCDNVCYDAFAPLSHVRFWVFQIVVISTPSVMYLGYAVHRLARASEQERRRALRRRPGPRRAPRAHLPPPHAGWPEPADLGEEEPMLGLGEEEEEEETGAAEGAGEEAEEAGAEEACTKAVGADGKAAGTPGPTGQHDGRRRIQREGLMRVYVAQLVARAAFEVAFLVGQYLLYGFEVRPFFPCSRQPCPHVVDCFVSRPTEKTVFLLVMYVVSCLCLLLNLCEMAHLGLGSAQDAVRG.... Result: 0 (no interaction). (10) The miRNA is hsa-miR-205-3p with sequence GAUUUCAGUGGAGUGAAGUUC. The protein sequence of the target gene is MKHLNTVMAESPALITIFLLGYLLSTECAVFLDRENATKILTRPKRYNSGKLEEFVRGNLERECIEERCSFEEAREVFENTEKTTEFWKQYVDGDQCESNPCLNGGICKDDISSYECWCQVGFEGRNCELDATCNIKNGRCKQFCKNSPDNKVICSCTEGYQLAEDQKSCEPTVPFPCGRASISYSSKKITRAETVFSNMDYENSTEAVFIQDDITDGAILNNVTESSESLNDFTRVVGGENAKPGQIPWQVILNGEIEAFCGGAIINEKWIVTAAHCLKPGDKIEVVAGEYNIDKKEDT.... Result: 0 (no interaction).